Task: Predict the product of the given reaction.. Dataset: Forward reaction prediction with 1.9M reactions from USPTO patents (1976-2016) (1) Given the reactants [O:1]1CCO[CH:2]1[C:6]1[O:10][C:9]([C:11]2[CH:12]=[C:13]3[C:17](=[CH:18][CH:19]=2)[C:16](=[O:20])[O:15][CH2:14]3)=[CH:8][CH:7]=1.Cl, predict the reaction product. The product is: [O:20]=[C:16]1[C:17]2[C:13](=[CH:12][C:11]([C:9]3[O:10][C:6]([CH:2]=[O:1])=[CH:7][CH:8]=3)=[CH:19][CH:18]=2)[CH2:14][O:15]1. (2) Given the reactants [CH:1]1([O:6][C:7]2[CH:15]=[CH:14][C:13]([S:16]([CH3:19])(=[O:18])=[O:17])=[CH:12][C:8]=2[C:9]([OH:11])=O)[CH2:5][CH2:4][CH2:3][CH2:2]1.Cl.[CH2:21]([S:23]([C:26]1[S:30][C:29]([N:31]2[CH2:36][CH2:35][NH:34][CH2:33][CH2:32]2)=[N:28][CH:27]=1)(=[O:25])=[O:24])[CH3:22], predict the reaction product. The product is: [CH:1]1([O:6][C:7]2[CH:15]=[CH:14][C:13]([S:16]([CH3:19])(=[O:18])=[O:17])=[CH:12][C:8]=2[C:9]([N:34]2[CH2:35][CH2:36][N:31]([C:29]3[S:30][C:26]([S:23]([CH2:21][CH3:22])(=[O:25])=[O:24])=[CH:27][N:28]=3)[CH2:32][CH2:33]2)=[O:11])[CH2:2][CH2:3][CH2:4][CH2:5]1. (3) Given the reactants C(OC([N:8]1[CH2:13][CH2:12][N:11]([C:14]2[C:19]3[S:20][CH:21]=[C:22]([S:23]([C:26]4[CH:31]=[CH:30][CH:29]=[CH:28][CH:27]=4)(=[O:25])=[O:24])[C:18]=3[CH:17]=[CH:16][C:15]=2[Cl:32])[CH2:10][CH2:9]1)=O)(C)(C)C.Cl, predict the reaction product. The product is: [ClH:32].[Cl:32][C:15]1[CH:16]=[CH:17][C:18]2[C:22]([S:23]([C:26]3[CH:27]=[CH:28][CH:29]=[CH:30][CH:31]=3)(=[O:25])=[O:24])=[CH:21][S:20][C:19]=2[C:14]=1[N:11]1[CH2:10][CH2:9][NH:8][CH2:13][CH2:12]1. (4) Given the reactants [B:10]1([B:10]2[O:14][C:13]([CH3:16])([CH3:15])[C:12]([CH3:18])([CH3:17])[O:11]2)[O:14][C:13]([CH3:16])([CH3:15])[C:12]([CH3:18])([CH3:17])[O:11]1.Br[C:20]1[CH:21]=[N:22][C:23]([N:26]2[CH2:31][CH2:30][CH:29]([O:32][C:33]3[CH:38]=[CH:37][CH:36]=[CH:35][C:34]=3[C:39]([F:42])([F:41])[F:40])[CH2:28][CH2:27]2)=[N:24][CH:25]=1.C([O-])(=O)C.[K+], predict the reaction product. The product is: [CH3:16][C:13]1([CH3:15])[C:12]([CH3:17])([CH3:18])[O:11][B:10]([C:20]2[CH:21]=[N:22][C:23]([N:26]3[CH2:27][CH2:28][CH:29]([O:32][C:33]4[CH:38]=[CH:37][CH:36]=[CH:35][C:34]=4[C:39]([F:40])([F:42])[F:41])[CH2:30][CH2:31]3)=[N:24][CH:25]=2)[O:14]1. (5) Given the reactants [CH2:1]([O:8][C:9]1[C:14]([N:15](C(OC(C)(C)C)=O)[S:16]([CH3:19])(=[O:18])=[O:17])=[CH:13][N:12]2[N:27]=[C:28]([C:35]3[CH:40]=[CH:39][C:38]([F:41])=[CH:37][CH:36]=3)[C:29]([C:30]([O:32][CH2:33][CH3:34])=[O:31])=[C:11]2[CH:10]=1)[C:2]1[CH:7]=[CH:6][CH:5]=[CH:4][CH:3]=1.FC(F)(F)C(O)=O, predict the reaction product. The product is: [CH2:1]([O:8][C:9]1[C:14]([NH:15][S:16]([CH3:19])(=[O:18])=[O:17])=[CH:13][N:12]2[N:27]=[C:28]([C:35]3[CH:36]=[CH:37][C:38]([F:41])=[CH:39][CH:40]=3)[C:29]([C:30]([O:32][CH2:33][CH3:34])=[O:31])=[C:11]2[CH:10]=1)[C:2]1[CH:7]=[CH:6][CH:5]=[CH:4][CH:3]=1.